Dataset: Catalyst prediction with 721,799 reactions and 888 catalyst types from USPTO. Task: Predict which catalyst facilitates the given reaction. (1) Reactant: [CH3:1][C@@H:2]1[CH:7]([NH:8][C:9](=[O:15])[O:10][C:11]([CH3:14])([CH3:13])[CH3:12])[CH2:6][CH2:5][CH2:4][NH:3]1.C(Cl)Cl.CCN(C(C)C)C(C)C.Cl[C:29]([O:31][CH2:32][C:33]1[CH:38]=[CH:37][CH:36]=[CH:35][CH:34]=1)=[O:30]. Product: [C:11]([O:10][C:9]([NH:8][C@@H:7]1[CH2:6][CH2:5][CH2:4][N:3]([C:29]([O:31][CH2:32][C:33]2[CH:38]=[CH:37][CH:36]=[CH:35][CH:34]=2)=[O:30])[C@@H:2]1[CH3:1])=[O:15])([CH3:14])([CH3:13])[CH3:12].[C:11]([O:10][C:9]([NH:8][C@@H:7]1[CH2:6][CH2:5][CH2:4][N:3]([C:29]([O:31][CH2:32][C:33]2[CH:38]=[CH:37][CH:36]=[CH:35][CH:34]=2)=[O:30])[C@H:2]1[CH3:1])=[O:15])([CH3:14])([CH3:13])[CH3:12]. The catalyst class is: 6. (2) Reactant: [F:1][C:2]([F:26])([F:25])[C:3]1[CH:24]=[CH:23][CH:22]=[CH:21][C:4]=1[O:5][CH:6]1[CH2:11][CH2:10][N:9]([C:12]2[S:13][C:14]([C:17]([O:19]C)=[O:18])=[CH:15][N:16]=2)[CH2:8][CH2:7]1.[OH-].[Na+].Cl. Product: [F:25][C:2]([F:1])([F:26])[C:3]1[CH:24]=[CH:23][CH:22]=[CH:21][C:4]=1[O:5][CH:6]1[CH2:7][CH2:8][N:9]([C:12]2[S:13][C:14]([C:17]([OH:19])=[O:18])=[CH:15][N:16]=2)[CH2:10][CH2:11]1. The catalyst class is: 36. (3) Reactant: B.[Br:2][C:3]1[CH:4]=[CH:5][C:6]([CH3:12])=[C:7]([CH:11]=1)[C:8](O)=[O:9].CO.Cl. Product: [Br:2][C:3]1[CH:4]=[CH:5][C:6]([CH3:12])=[C:7]([CH2:8][OH:9])[CH:11]=1. The catalyst class is: 1. (4) The catalyst class is: 17. Reactant: [CH:1]([C:4]1[CH:9]=[C:8]([CH:10]([CH3:12])[CH3:11])[CH:7]=[C:6]([CH:13]([CH3:15])[CH3:14])[C:5]=1[S:16](Cl)(=[O:18])=[O:17])([CH3:3])[CH3:2].[Br:20][C:21]1[C:27]([C:28]([F:31])([F:30])[F:29])=[CH:26][C:25]([C:32]([F:35])([F:34])[F:33])=[CH:24][C:22]=1[NH2:23]. Product: [Br:20][C:21]1[C:27]([C:28]([F:30])([F:31])[F:29])=[CH:26][C:25]([C:32]([F:33])([F:34])[F:35])=[CH:24][C:22]=1[NH:23][S:16]([C:5]1[C:4]([CH:1]([CH3:3])[CH3:2])=[CH:9][C:8]([CH:10]([CH3:12])[CH3:11])=[CH:7][C:6]=1[CH:13]([CH3:15])[CH3:14])(=[O:18])=[O:17]. (5) Reactant: [Cl:1][C:2]1[CH:3]=[N:4][CH:5]=[CH:6][C:7]=1[C:8]1[O:9][C:10]2[CH:16]=[CH:15][C:14]([C:17]([F:20])([F:19])[F:18])=[CH:13][C:11]=2[CH:12]=1.ClC1C=CC=C(C(OO)=[O:29])C=1. Product: [Cl:1][C:2]1[CH:3]=[N+:4]([O-:29])[CH:5]=[CH:6][C:7]=1[C:8]1[O:9][C:10]2[CH:16]=[CH:15][C:14]([C:17]([F:18])([F:19])[F:20])=[CH:13][C:11]=2[CH:12]=1. The catalyst class is: 22. (6) Reactant: Br[CH:2]([CH:13]([CH3:15])[CH3:14])[CH2:3][N-:4][C:5]1[CH:10]=[CH:9][C:8]([Cl:11])=[CH:7][C:6]=1[OH:12].C(=O)([O-])[O-:17].[K+].[K+].O.Cl. Product: [Cl:11][C:8]1[CH:9]=[CH:10][C:5]2[NH:4][C:3](=[O:17])[CH:2]([CH:13]([CH3:15])[CH3:14])[O:12][C:6]=2[CH:7]=1. The catalyst class is: 9. (7) Reactant: [H-].[Na+].[NH:3]1[CH:7]=[C:6]([CH2:8][C:9]#[N:10])[N:5]=[CH:4]1.F[C:12]1[CH:17]=[CH:16][CH:15]=[CH:14][N:13]=1.C(Cl)Cl. Product: [N:13]1[CH:14]=[CH:15][CH:16]=[CH:17][C:12]=1[N:3]1[CH:7]=[C:6]([CH2:8][C:9]#[N:10])[N:5]=[CH:4]1. The catalyst class is: 9. (8) Reactant: F[C:2]1[CH:7]=[C:6]([C:8]2[CH:13]=[CH:12][CH:11]=[CH:10][C:9]=2[O:14][CH3:15])[CH:5]=[CH:4][N:3]=1.[NH2:16][C:17]1[CH:22]=[CH:21][CH:20]=[CH:19][CH:18]=1. Product: [CH3:15][O:14][C:9]1[CH:10]=[CH:11][CH:12]=[CH:13][C:8]=1[C:6]1[CH:5]=[CH:4][N:3]=[C:2]([NH:16][C:17]2[CH:22]=[CH:21][CH:20]=[CH:19][CH:18]=2)[CH:7]=1. The catalyst class is: 192. (9) Reactant: [Br:1][C:2]1[CH:8]=[C:7]([C:9]#[C:10][Si](C)(C)C)[C:5]([NH2:6])=[C:4]([F:15])[C:3]=1[Cl:16].[CH3:17]C([O-])(C)C.[K+].CI.Cl. Product: [Br:1][C:2]1[CH:8]=[C:7]2[C:5](=[C:4]([F:15])[C:3]=1[Cl:16])[N:6]([CH3:17])[CH:10]=[CH:9]2. The catalyst class is: 3.